This data is from HIV replication inhibition screening data with 41,000+ compounds from the AIDS Antiviral Screen. The task is: Binary Classification. Given a drug SMILES string, predict its activity (active/inactive) in a high-throughput screening assay against a specified biological target. (1) The result is 0 (inactive). The compound is OC(CC(CC(O)(C(F)(F)Cl)C(F)(F)Cl)=NNc1ccccc1)(C(F)(F)Cl)C(F)(F)Cl. (2) The molecule is O=C(CCc1n[nH]c(=S)[nH]1)Nc1cccc(C(F)(F)F)c1. The result is 0 (inactive). (3) The compound is O=C1c2ccccc2SC(O)C2CCCN12. The result is 0 (inactive). (4) The drug is Cn1c2ccccc2c2ccc3c(c21)C(=O)C(c1ccccc1)=CC3=O. The result is 0 (inactive). (5) The molecule is Fc1ccccc1C1SCc2nc3ncccc3n21. The result is 0 (inactive). (6) The compound is COc1ccc(OC)c(-c2cn3c(n2)sc2ccccc23)c1. The result is 0 (inactive). (7) The compound is O=C1CN(c2ccc(Cl)cc2)C(=O)CN1NCNN1CC(=O)N(c2ccc(Cl)cc2)CC1=O. The result is 0 (inactive). (8) The result is 0 (inactive). The molecule is N#CC1C(C#N)C2CC1C1N=NN(c3ccccc3)C21. (9) The compound is CCOP(=O)(OCC)C(C#N)=Cc1c(C)[nH]c2ccccc12. The result is 0 (inactive).